This data is from Forward reaction prediction with 1.9M reactions from USPTO patents (1976-2016). The task is: Predict the product of the given reaction. (1) Given the reactants [CH3:1][N:2]([CH:10]1[CH2:15][CH2:14][N:13]([CH3:16])[CH2:12][CH2:11]1)[C:3]1[CH:8]=[CH:7][CH:6]=[C:5]([NH2:9])[N:4]=1.[F:17][C:18]1[CH:26]=[CH:25][C:21]([C:22]([Cl:24])=[O:23])=[C:20]([C:27]([F:30])([F:29])[F:28])[CH:19]=1, predict the reaction product. The product is: [ClH:24].[F:17][C:18]1[CH:26]=[CH:25][C:21]([C:22]([NH:9][C:5]2[CH:6]=[CH:7][CH:8]=[C:3]([N:2]([CH3:1])[CH:10]3[CH2:15][CH2:14][N:13]([CH3:16])[CH2:12][CH2:11]3)[N:4]=2)=[O:23])=[C:20]([C:27]([F:28])([F:29])[F:30])[CH:19]=1. (2) Given the reactants [O:1]1[C:10]2[C:5](=[CH:6][CH:7]=[CH:8][CH:9]=2)[CH:4]([CH2:11][OH:12])[CH2:3][CH2:2]1.C(Cl)Cl.C(N(CC)CC)C.[CH3:23][S:24](Cl)(=[O:26])=[O:25], predict the reaction product. The product is: [CH3:23][S:24]([O:12][CH2:11][CH:4]1[C:5]2[C:10](=[CH:9][CH:8]=[CH:7][CH:6]=2)[O:1][CH2:2][CH2:3]1)(=[O:26])=[O:25]. (3) Given the reactants [F:1][C:2]1[CH:7]=[CH:6][C:5]([C:8]2[C:17]([CH2:18][CH2:19][CH3:20])=[CH:16][C:15]3[C:10](=[CH:11][CH:12]=[C:13]([O:21][CH3:22])[CH:14]=3)[C:9]=2[O:23][CH2:24]OC)=[CH:4][CH:3]=1.Cl.O1CCOCC1.FC1[CH:42]=[CH:41][C:38]([CH:39]=[O:40])=[C:37]([C:43]([F:46])([F:45])[F:44])[CH:36]=1.C([O-])([O-])=O.[Cs+].[Cs+], predict the reaction product. The product is: [F:1][C:2]1[CH:3]=[CH:4][C:5]([C:8]2[C:17]([CH2:18][CH2:19][CH3:20])=[CH:16][C:15]3[C:10](=[CH:11][CH:12]=[C:13]([O:21][CH3:22])[CH:14]=3)[C:9]=2[O:23][C:24]2[CH:42]=[CH:41][C:38]([CH:39]=[O:40])=[C:37]([C:43]([F:44])([F:46])[F:45])[CH:36]=2)=[CH:6][CH:7]=1. (4) Given the reactants OC(C(F)(F)F)=O.[CH2:8]1[C:17]2[C:12](=[CH:13][C:14]([CH:18]([NH:20][C:21](=[O:23])[CH3:22])[CH3:19])=[CH:15][CH:16]=2)[CH2:11][CH2:10][NH:9]1.[Br:24][C:25]1[CH:30]=[C:29]([CH2:31]Br)[CH:28]=[CH:27][C:26]=1[O:33][CH2:34][CH2:35][CH3:36], predict the reaction product. The product is: [Br:24][C:25]1[CH:30]=[C:29]([CH:28]=[CH:27][C:26]=1[O:33][CH2:34][CH2:35][CH3:36])[CH2:31][N:9]1[CH2:10][CH2:11][C:12]2[C:17](=[CH:16][CH:15]=[C:14]([CH:18]([NH:20][C:21](=[O:23])[CH3:22])[CH3:19])[CH:13]=2)[CH2:8]1. (5) The product is: [C:21]1([C:27]([C:43]2[CH:48]=[CH:47][CH:46]=[CH:45][CH:44]=2)([C:37]2[CH:38]=[CH:39][CH:40]=[CH:41][CH:42]=2)[O:28][CH2:29][CH:30]([OH:36])[CH2:31][C:32](=[O:33])[CH2:14][C:13]([O:16][C:17]([CH3:20])([CH3:19])[CH3:18])=[O:15])[CH:22]=[CH:23][CH:24]=[CH:25][CH:26]=1. Given the reactants C(NC(C)C)(C)C.[Li]CCCC.[C:13]([O:16][C:17]([CH3:20])([CH3:19])[CH3:18])(=[O:15])[CH3:14].[C:21]1([C:27]([C:43]2[CH:48]=[CH:47][CH:46]=[CH:45][CH:44]=2)([C:37]2[CH:42]=[CH:41][CH:40]=[CH:39][CH:38]=2)[O:28][CH2:29][CH:30]([OH:36])[CH2:31][C:32](OC)=[O:33])[CH:26]=[CH:25][CH:24]=[CH:23][CH:22]=1, predict the reaction product. (6) Given the reactants [F:1][C:2]([F:12])([F:11])[C:3]1[CH:4]=[CH:5][C:6]([CH2:9]O)=[N:7][CH:8]=1.N1C=CN=C1.C1(P(C2C=CC=CC=2)C2C=CC=CC=2)C=CC=CC=1.[Br:37]Br, predict the reaction product. The product is: [Br:37][CH2:9][C:6]1[CH:5]=[CH:4][C:3]([C:2]([F:12])([F:11])[F:1])=[CH:8][N:7]=1.